From a dataset of Peptide-MHC class II binding affinity with 134,281 pairs from IEDB. Regression. Given a peptide amino acid sequence and an MHC pseudo amino acid sequence, predict their binding affinity value. This is MHC class II binding data. (1) The MHC is DRB1_0101 with pseudo-sequence DRB1_0101. The binding affinity (normalized) is 0. The peptide sequence is TNFKYNYSVIEGGPI. (2) The peptide sequence is PADKYRTFVATFGAA. The MHC is HLA-DQA10501-DQB10201 with pseudo-sequence HLA-DQA10501-DQB10201. The binding affinity (normalized) is 0.297. (3) The peptide sequence is GELQVVDKIDAAFKI. The binding affinity (normalized) is 0.259. The MHC is DRB3_0202 with pseudo-sequence DRB3_0202. (4) The peptide sequence is PFCSHHFHELQLKDG. The MHC is DRB3_0101 with pseudo-sequence DRB3_0101. The binding affinity (normalized) is 0.305.